This data is from Serine/threonine kinase 33 screen with 319,792 compounds. The task is: Binary Classification. Given a drug SMILES string, predict its activity (active/inactive) in a high-throughput screening assay against a specified biological target. (1) The molecule is Brc1ccc(/C=C\c2n(CCCO)c(=O)c3c(n2)cccc3)cc1. The result is 0 (inactive). (2) The compound is O=C(NC1CCCC1)CN(Cc1ccccc1)C(=O)CCCC(=O)Nc1ncccc1. The result is 0 (inactive). (3) The compound is s1c(NC(=S)NC(=O)c2ccccc2)c(c(c2ccccc2)c1)C(OCC)=O. The result is 0 (inactive). (4) The compound is O1C(c2c(CC1=O)cc(OC)c(OC)c2)c1ccc(OC)cc1. The result is 0 (inactive). (5) The drug is [nH]1c2c(nc1)ccc(N)c2. The result is 0 (inactive). (6) The molecule is o1c2c(nc1/C(=C\Nc1ccc(cc1)C(=O)N(C)C)C=O)cccc2. The result is 0 (inactive). (7) The drug is Clc1n(nc(c1C(=O)NCC(=O)NCc1ccc(cc1)C)C)C. The result is 0 (inactive). (8) The compound is Brc1nn(C23CC4(CC(C2)CC(C3)C4)C(=O)Nc2ccc(S(=O)(=O)Nc3onc(c3C)C)cc2)cn1. The result is 0 (inactive). (9) The drug is O(c1ccc(N2CCN(CC2)CCNC(=O)Nc2c(c(ccc2)C)C)cc1)C. The result is 0 (inactive).